Dataset: hERG Central: cardiac toxicity at 1µM, 10µM, and general inhibition. Task: Predict hERG channel inhibition at various concentrations. (1) The compound is Cc1cccn2c(=O)c3cc(C#N)c(=NC(=O)c4ccncc4)n(CCCOC(C)C)c3nc12. Results: hERG_inhib (hERG inhibition (general)): blocker. (2) The compound is Cc1cccc(C(=O)OCC(=O)c2ccc(CC(=O)N3CCOCC3)s2)c1C. Results: hERG_inhib (hERG inhibition (general)): blocker. (3) The compound is Cc1[nH]c2ccccc2c1C(=O)CN1CCN(C/C=C/c2ccccc2)CC1. Results: hERG_inhib (hERG inhibition (general)): blocker. (4) The compound is CCCN(CCC)S(=O)(=O)c1ccc(NC(=O)C2CCCO2)cc1. Results: hERG_inhib (hERG inhibition (general)): blocker. (5) The molecule is C=CCn1c(SCC(=O)N(C)C2CCS(=O)(=O)C2)nc2ccccc2c1=O. Results: hERG_inhib (hERG inhibition (general)): blocker. (6) The drug is COc1ccc(OCCOCCN2CCc3ccccc3C2)cc1. Results: hERG_inhib (hERG inhibition (general)): blocker. (7) The drug is COc1ccc(OC)c(CN2CCC(CO)(CCOc3ccccc3)CC2)c1. Results: hERG_inhib (hERG inhibition (general)): blocker.